This data is from Full USPTO retrosynthesis dataset with 1.9M reactions from patents (1976-2016). The task is: Predict the reactants needed to synthesize the given product. (1) Given the product [O:24]([C:2]1[C:11]2[C:6](=[CH:7][CH:8]=[CH:9][CH:10]=2)[CH:5]=[C:4]([NH:12][C:13]2[CH:17]=[CH:16][NH:15][N:14]=2)[N:3]=1)[C:18]1[CH:23]=[CH:22][CH:21]=[CH:20][CH:19]=1, predict the reactants needed to synthesize it. The reactants are: Cl[C:2]1[C:11]2[C:6](=[CH:7][CH:8]=[CH:9][CH:10]=2)[CH:5]=[C:4]([NH:12][C:13]2[CH:17]=[CH:16][NH:15][N:14]=2)[N:3]=1.[C:18]1([OH:24])[CH:23]=[CH:22][CH:21]=[CH:20][CH:19]=1. (2) The reactants are: [CH:1]([NH:4][S:5]([C:8]1[CH:9]=[C:10]([C:13]([OH:15])=O)[NH:11][CH:12]=1)(=[O:7])=[O:6])([CH3:3])[CH3:2].[F:16][C:17]1[CH:23]=[CH:22][C:20]([NH2:21])=[CH:19][C:18]=1[CH3:24].CCOC(C(C#N)=NOC(N1CCOCC1)=[N+](C)C)=O.F[P-](F)(F)(F)(F)F.C(N(CC)CC)C.Cl. Given the product [F:16][C:17]1[CH:23]=[CH:22][C:20]([NH:21][C:13]([C:10]2[NH:11][CH:12]=[C:8]([S:5](=[O:6])(=[O:7])[NH:4][CH:1]([CH3:2])[CH3:3])[CH:9]=2)=[O:15])=[CH:19][C:18]=1[CH3:24], predict the reactants needed to synthesize it.